Dataset: Forward reaction prediction with 1.9M reactions from USPTO patents (1976-2016). Task: Predict the product of the given reaction. (1) Given the reactants Br[CH2:2][C:3]1[C:12]([Cl:13])=[N:11][CH:10]=[CH:9][C:4]=1[C:5]([O:7]C)=O.Cl.[F:15][CH:16]([F:29])[CH2:17][O:18][C:19]1[CH:20]=[C:21]([CH:26]([NH2:28])[CH3:27])[CH:22]=[C:23]([CH3:25])[CH:24]=1, predict the reaction product. The product is: [Cl:13][C:12]1[C:3]2[CH2:2][N:28]([CH:26]([C:21]3[CH:22]=[C:23]([CH3:25])[CH:24]=[C:19]([O:18][CH2:17][CH:16]([F:15])[F:29])[CH:20]=3)[CH3:27])[C:5](=[O:7])[C:4]=2[CH:9]=[CH:10][N:11]=1. (2) Given the reactants [C:1]([C:5]1[CH:10]=[CH:9][C:8]([NH:11][C:12]2[CH:17]=[CH:16][C:15]([O:18][C:19]3[C:28]4[C:23](=[CH:24][C:25]([O:31][CH2:32][CH:33]5[CH2:38][CH2:37][NH:36][CH2:35][CH2:34]5)=[C:26]([O:29][CH3:30])[CH:27]=4)[N:22]=[CH:21][CH:20]=3)=[CH:14][CH:13]=2)=[CH:7][CH:6]=1)([CH3:4])([CH3:3])[CH3:2].C(=O)([O-])[O-].[K+].[K+].Br[CH2:46][CH2:47][CH3:48].O, predict the reaction product. The product is: [C:1]([C:5]1[CH:6]=[CH:7][C:8]([NH:11][C:12]2[CH:17]=[CH:16][C:15]([O:18][C:19]3[C:28]4[C:23](=[CH:24][C:25]([O:31][CH2:32][CH:33]5[CH2:38][CH2:37][N:36]([CH2:46][CH2:47][CH3:48])[CH2:35][CH2:34]5)=[C:26]([O:29][CH3:30])[CH:27]=4)[N:22]=[CH:21][CH:20]=3)=[CH:14][CH:13]=2)=[CH:9][CH:10]=1)([CH3:4])([CH3:2])[CH3:3]. (3) Given the reactants [Cl:1][C:2]1[C:3]([NH:12][S:13]([C:16]2[CH:25]=[CH:24][C:19]([C:20]([O:22][CH3:23])=[O:21])=[CH:18][CH:17]=2)(=[O:15])=[O:14])=[N:4][CH:5]=[C:6]([C:8]([F:11])([F:10])[F:9])[CH:7]=1.Br[CH2:27][C:28]1[CH:33]=[CH:32][C:31]([F:34])=[CH:30][C:29]=1[F:35], predict the reaction product. The product is: [Cl:1][C:2]1[C:3]([N:12]([CH2:27][C:28]2[CH:33]=[CH:32][C:31]([F:34])=[CH:30][C:29]=2[F:35])[S:13]([C:16]2[CH:25]=[CH:24][C:19]([C:20]([O:22][CH3:23])=[O:21])=[CH:18][CH:17]=2)(=[O:15])=[O:14])=[N:4][CH:5]=[C:6]([C:8]([F:11])([F:9])[F:10])[CH:7]=1.